This data is from Catalyst prediction with 721,799 reactions and 888 catalyst types from USPTO. The task is: Predict which catalyst facilitates the given reaction. (1) Reactant: [CH3:1][C:2]1[CH:7]=[C:6]([CH3:8])[CH:5]=[CH:4][C:3]=1[CH:9]1[NH:14][CH2:13][CH2:12][N:11]2[C:15](=[O:18])[CH2:16][CH2:17][CH:10]12.[CH3:19][C:20]([O:23][C:24](O[C:24]([O:23][C:20]([CH3:22])([CH3:21])[CH3:19])=[O:25])=[O:25])([CH3:22])[CH3:21].CN(C)CCN.[NH4+].[Cl-]. Product: [CH3:1][C:2]1[CH:7]=[C:6]([CH3:8])[CH:5]=[CH:4][C:3]=1[CH:9]1[N:14]([C:24]([O:23][C:20]([CH3:22])([CH3:21])[CH3:19])=[O:25])[CH2:13][CH2:12][N:11]2[C:15](=[O:18])[CH2:16][CH2:17][CH:10]12. The catalyst class is: 25. (2) Reactant: [Cl:1][C:2]1[CH:10]=[C:9]2[C:5]([C:6]([CH2:13][OH:14])([CH2:11][OH:12])[CH2:7][NH:8]2)=[CH:4][CH:3]=1.[C:15](O[C:15]([O:17][C:18]([CH3:21])([CH3:20])[CH3:19])=[O:16])([O:17][C:18]([CH3:21])([CH3:20])[CH3:19])=[O:16]. Product: [C:18]([O:17][C:15]([N:8]1[C:9]2[C:5](=[CH:4][CH:3]=[C:2]([Cl:1])[CH:10]=2)[C:6]([CH2:11][OH:12])([CH2:13][OH:14])[CH2:7]1)=[O:16])([CH3:21])([CH3:20])[CH3:19]. The catalyst class is: 1. (3) The catalyst class is: 1. Reactant: [CH:1](NC(C)C)(C)[CH3:2].C([Li])CCC.C([N:32]1[C:36]2=[N:37][CH:38]=[CH:39][C:40]([C:41]3[CH:42]=[N:43][N:44]([CH2:46][C:47]#[N:48])[CH:45]=3)=[C:35]2[CH:34]=[N:33]1)(C1C=CC=CC=1)(C1C=CC=CC=1)C1C=CC=CC=1.ICC. Product: [NH:32]1[C:36]2=[N:37][CH:38]=[CH:39][C:40]([C:41]3[CH:42]=[N:43][N:44]([CH:46]([CH2:1][CH3:2])[C:47]#[N:48])[CH:45]=3)=[C:35]2[CH:34]=[N:33]1. (4) Reactant: [N:1]1[CH:6]=[CH:5][CH:4]=[CH:3][C:2]=1[O:7][C:8]1[CH:16]=[CH:15][C:11]([C:12]([OH:14])=O)=[CH:10][CH:9]=1.[Mg+].[C:18]([O:24][CH2:25][C:26]1[CH:31]=[CH:30][CH:29]=[CH:28][CH:27]=1)(=[O:23])[CH2:19]C([O-])=O. Product: [O:14]=[C:12]([C:11]1[CH:10]=[CH:9][C:8]([O:7][C:2]2[CH:3]=[CH:4][CH:5]=[CH:6][N:1]=2)=[CH:16][CH:15]=1)[CH2:19][C:18]([O:24][CH2:25][C:26]1[CH:31]=[CH:30][CH:29]=[CH:28][CH:27]=1)=[O:23]. The catalyst class is: 7. (5) Reactant: [CH2:1]([O:3][C:4](=[O:34])[C:5]1[CH:10]=[CH:9][CH:8]=[C:7]([N:11]2[C:15]([CH3:16])=[CH:14][CH:13]=[C:12]2[C:17]2[CH:22]=[C:21]([Cl:23])[CH:20]=[CH:19][C:18]=2[O:24]CC2C=CC(OC)=CC=2)[CH:6]=1)[CH3:2]. Product: [CH2:1]([O:3][C:4](=[O:34])[C:5]1[CH:10]=[CH:9][CH:8]=[C:7]([N:11]2[C:15]([CH3:16])=[CH:14][CH:13]=[C:12]2[C:17]2[CH:22]=[C:21]([Cl:23])[CH:20]=[CH:19][C:18]=2[OH:24])[CH:6]=1)[CH3:2]. The catalyst class is: 89. (6) Reactant: C(=O)([O-])[O-].[K+].[K+].Br[CH:8]([CH3:13])[C:9]([O:11][CH3:12])=[O:10].[N:14]1([C:20]([O:22][C:23]([CH3:26])([CH3:25])[CH3:24])=[O:21])[CH2:19][CH2:18][NH:17][CH2:16][CH2:15]1.CCOC(C)=O. Product: [CH3:12][O:11][C:9](=[O:10])[CH:8]([N:17]1[CH2:16][CH2:15][N:14]([C:20]([O:22][C:23]([CH3:26])([CH3:25])[CH3:24])=[O:21])[CH2:19][CH2:18]1)[CH3:13]. The catalyst class is: 3. (7) Reactant: S(O)(O)(=O)=O.[C:6]([C:11]1[N:15]2[C:16]([CH2:20]Cl)=[CH:17][CH:18]=[CH:19][C:14]2=[N:13][CH:12]=1)([O:8]CC)=O.C1CCN2C(=NCCC2)CC1.[C:33]([O:37][C:38]([N:40]1[CH2:45][CH2:44][CH:43]([CH2:46][CH2:47][NH2:48])[CH2:42][CH2:41]1)=[O:39])([CH3:36])([CH3:35])[CH3:34].[I-].[Na+]. Product: [C:33]([O:37][C:38]([N:40]1[CH2:45][CH2:44][CH:43]([CH2:46][CH2:47][N:48]2[CH2:20][C:16]3[N:15]4[C:11](=[CH:12][N:13]=[C:14]4[CH:19]=[CH:18][CH:17]=3)[C:6]2=[O:8])[CH2:42][CH2:41]1)=[O:39])([CH3:36])([CH3:35])[CH3:34]. The catalyst class is: 556. (8) Reactant: [C:1](=[O:4])([O-])[O-].[K+].[K+].CI.[Br:9][C:10]1[CH:11]=[CH:12][C:13]([F:17])=[C:14](O)[CH:15]=1.O. Product: [Br:9][C:10]1[CH:15]=[CH:14][C:13]([F:17])=[C:12]([O:4][CH3:1])[CH:11]=1. The catalyst class is: 3. (9) Reactant: [C:1]([C@@:3]1([CH:37]2[CH2:39][CH2:38]2)[CH2:7][CH2:6][N:5]([C:8]2[CH:13]=[CH:12][N:11]=[C:10]([NH:14][C:15]3[N:20]=[CH:19][C:18]([NH:21][C@H:22]4[CH2:27][CH2:26][CH2:25][CH2:24][C@@H:23]4[NH:28]C(=O)OC(C)(C)C)=[CH:17][CH:16]=3)[CH:9]=2)[C:4]1=[O:36])#[N:2].C(OC(=O)C)C.[ClH:46]. Product: [ClH:46].[NH2:28][C@H:23]1[CH2:24][CH2:25][CH2:26][CH2:27][C@@H:22]1[NH:21][C:18]1[CH:17]=[CH:16][C:15]([NH:14][C:10]2[CH:9]=[C:8]([N:5]3[CH2:6][CH2:7][C@:3]([CH:37]4[CH2:38][CH2:39]4)([C:1]#[N:2])[C:4]3=[O:36])[CH:13]=[CH:12][N:11]=2)=[N:20][CH:19]=1. The catalyst class is: 5. (10) Product: [F:36][C:21]1([F:20])[O:25][C:24]2[CH:26]=[CH:27][C:28]([C:30]3([C:33]([NH:19][CH:8]4[C:7]5[C:12](=[CH:13][C:4]([O:3][CH3:2])=[CH:5][CH:6]=5)[O:11][CH:10]([CH:14]5[CH2:18][CH2:17][CH2:16][O:15]5)[CH2:9]4)=[O:34])[CH2:31][CH2:32]3)=[CH:29][C:23]=2[O:22]1. Reactant: Cl.[CH3:2][O:3][C:4]1[CH:13]=[C:12]2[C:7]([CH:8]([NH2:19])[CH2:9][CH:10]([CH:14]3[CH2:18][CH2:17][CH2:16][O:15]3)[O:11]2)=[CH:6][CH:5]=1.[F:20][C:21]1([F:36])[O:25][C:24]2[CH:26]=[CH:27][C:28]([C:30]3([C:33](O)=[O:34])[CH2:32][CH2:31]3)=[CH:29][C:23]=2[O:22]1.CN(C(ON1N=NC2C=CC=NC1=2)=[N+](C)C)C.F[P-](F)(F)(F)(F)F.C(N(CC)CC)C. The catalyst class is: 7.